From a dataset of Full USPTO retrosynthesis dataset with 1.9M reactions from patents (1976-2016). Predict the reactants needed to synthesize the given product. (1) Given the product [CH:3](=[N:1][NH2:2])[C:4]1[CH:9]=[CH:8][CH:7]=[CH:6][CH:5]=1, predict the reactants needed to synthesize it. The reactants are: [NH2:1][NH2:2].[CH:3](=O)[C:4]1[CH:9]=[CH:8][CH:7]=[CH:6][CH:5]=1. (2) Given the product [CH:16]12[CH2:17][CH:18]3[CH2:19][CH:20]([CH2:21][CH:14]([CH2:23]3)[CH:15]1[NH:24][C:25]([C:26]1[CH:27]=[N:3][N:2]([C:4]3[CH:5]=[CH:6][C:7]([C:8]([O:10][CH3:11])=[O:9])=[CH:12][CH:13]=3)[C:31]=1[CH:33]1[CH2:34][CH2:35][CH2:36][CH2:37]1)=[O:38])[CH2:22]2, predict the reactants needed to synthesize it. The reactants are: Cl.[NH:2]([C:4]1[CH:13]=[CH:12][C:7]([C:8]([O:10][CH3:11])=[O:9])=[CH:6][CH:5]=1)[NH2:3].[CH:14]12[CH2:23][CH:18]3[CH2:19][CH:20]([CH2:22][CH:16]([CH2:17]3)[CH:15]1[NH:24][C:25](=[O:38])/[C:26](/[C:31]([CH:33]1[CH2:37][CH2:36][CH2:35][CH2:34]1)=O)=[CH:27]\N(C)C)[CH2:21]2. (3) Given the product [Br:20][C:18]1[N:19]=[C:15]([N:4]2[CH2:5][CH2:6][N:1]([C:7]([O:9][C:10]([CH3:13])([CH3:12])[CH3:11])=[O:8])[CH2:2][CH2:3]2)[S:16][CH:17]=1, predict the reactants needed to synthesize it. The reactants are: [N:1]1([C:7]([O:9][C:10]([CH3:13])([CH3:12])[CH3:11])=[O:8])[CH2:6][CH2:5][NH:4][CH2:3][CH2:2]1.Br[C:15]1[S:16][CH:17]=[C:18]([Br:20])[N:19]=1.C(N(CC)CC)C.O.